This data is from Forward reaction prediction with 1.9M reactions from USPTO patents (1976-2016). The task is: Predict the product of the given reaction. (1) Given the reactants C(N(CC)CC)C.[C:8](OC(=O)C)(=[O:10])[CH3:9].[F:15][C:16]([F:51])([F:50])[C:17]1[CH:22]=[CH:21][C:20](/[CH:23]=[CH:24]/[C:25]2[O:26][CH:27]=[C:28]([CH2:30][O:31][C:32]3[CH:37]=[CH:36][C:35]([CH2:38][CH2:39][CH2:40][CH2:41][N:42]4[CH:46]=[CH:45][N:44]=[C:43]4[CH2:47][CH2:48][NH2:49])=[CH:34][CH:33]=3)[N:29]=2)=[CH:19][CH:18]=1.O, predict the reaction product. The product is: [F:51][C:16]([F:50])([F:15])[C:17]1[CH:22]=[CH:21][C:20](/[CH:23]=[CH:24]/[C:25]2[O:26][CH:27]=[C:28]([CH2:30][O:31][C:32]3[CH:37]=[CH:36][C:35]([CH2:38][CH2:39][CH2:40][CH2:41][N:42]4[CH:46]=[CH:45][N:44]=[C:43]4[CH2:47][CH2:48][NH:49][C:8](=[O:10])[CH3:9])=[CH:34][CH:33]=3)[N:29]=2)=[CH:19][CH:18]=1. (2) The product is: [OH:1][C:2]([CH3:23])([CH3:22])[CH2:3][C@@:4]1([C:16]2[CH:21]=[CH:20][CH:19]=[CH:18][CH:17]=2)[O:9][C:8](=[O:10])[N:7]([C@H:11]2[CH2:15][CH2:14][N:13]([C:25]3[CH:30]=[CH:29][C:28]([C:31]([F:34])([F:33])[F:32])=[CH:27][N:26]=3)[CH2:12]2)[CH2:6][CH2:5]1. Given the reactants [OH:1][C:2]([CH3:23])([CH3:22])[CH2:3][C@@:4]1([C:16]2[CH:21]=[CH:20][CH:19]=[CH:18][CH:17]=2)[O:9][C:8](=[O:10])[N:7]([C@H:11]2[CH2:15][CH2:14][NH:13][CH2:12]2)[CH2:6][CH2:5]1.F[C:25]1[CH:30]=[CH:29][C:28]([C:31]([F:34])([F:33])[F:32])=[CH:27][N:26]=1, predict the reaction product.